Dataset: Forward reaction prediction with 1.9M reactions from USPTO patents (1976-2016). Task: Predict the product of the given reaction. (1) The product is: [F:1][C:2]1[C:3]([C:16]2[N:21]=[N:20][C:19]([N:22]([CH3:33])[CH:23]3[CH2:24][C:25]([CH3:31])([CH3:32])[NH:26][C:27]([CH3:30])([CH3:29])[CH2:28]3)=[CH:18][CH:17]=2)=[C:4]([OH:14])[CH:5]=[C:6]([C:8]2[CH:9]=[N:10][N:11]([CH3:13])[CH:12]=2)[CH:7]=1. Given the reactants [F:1][C:2]1[CH:7]=[C:6]([C:8]2[CH:9]=[N:10][N:11]([CH3:13])[CH:12]=2)[CH:5]=[C:4]([O:14]C)[C:3]=1[C:16]1[N:21]=[N:20][C:19]([N:22]([CH3:33])[CH:23]2[CH2:28][C:27]([CH3:30])([CH3:29])[NH:26][C:25]([CH3:32])([CH3:31])[CH2:24]2)=[CH:18][CH:17]=1.FC1C=CC=C(OC)C=1C1N=NC(N(C)C2CC(C)(C)NC(C)(C)C2)=C(C2C=NN(C)C=2)C=1.B(Br)(Br)Br.Cl, predict the reaction product. (2) Given the reactants Br[C:2]1[CH:7]=[CH:6][C:5]([S:8]([N:11]2[CH2:25][CH2:24][C:14]3([O:19][CH2:18][C:17](=[O:20])[N:16]([CH:21]4[CH2:23][CH2:22]4)[CH2:15]3)[CH2:13][CH2:12]2)(=[O:10])=[O:9])=[CH:4][CH:3]=1.CC1(C)C(C)(C)OB([C:34]2[CH:35]=[CH:36][C:37]3[O:41][CH:40]=[CH:39][C:38]=3[CH:42]=2)O1.C([O-])([O-])=O.[K+].[K+], predict the reaction product. The product is: [O:41]1[C:37]2[CH:36]=[CH:35][C:34]([C:2]3[CH:7]=[CH:6][C:5]([S:8]([N:11]4[CH2:25][CH2:24][C:14]5([O:19][CH2:18][C:17](=[O:20])[N:16]([CH:21]6[CH2:23][CH2:22]6)[CH2:15]5)[CH2:13][CH2:12]4)(=[O:10])=[O:9])=[CH:4][CH:3]=3)=[CH:42][C:38]=2[CH:39]=[CH:40]1. (3) Given the reactants C[O:2][C:3]([C:5]1([CH2:8][CH2:9][CH2:10][CH2:11][CH2:12][CH2:13][CH2:14][CH2:15][CH2:16][CH2:17][CH2:18][CH2:19][C:20]2([C:23](=[O:28])[NH:24][CH:25]3[CH2:27][CH2:26]3)[CH2:22][CH2:21]2)[CH2:7][CH2:6]1)=[O:4].[OH-].[K+].Cl, predict the reaction product. The product is: [CH:25]1([NH:24][C:23]([C:20]2([CH2:19][CH2:18][CH2:17][CH2:16][CH2:15][CH2:14][CH2:13][CH2:12][CH2:11][CH2:10][CH2:9][CH2:8][C:5]3([C:3]([OH:4])=[O:2])[CH2:7][CH2:6]3)[CH2:22][CH2:21]2)=[O:28])[CH2:27][CH2:26]1. (4) Given the reactants C([O:3][C:4]([C:6]1[C:7]([NH:15][C:16]2[CH:21]=[CH:20][C:19]([I:22])=[CH:18][C:17]=2[F:23])=[CH:8][C:9]2[N:10]([CH:12]=[CH:13][N:14]=2)[CH:11]=1)=[O:5])C.[OH-].[Na+].Cl, predict the reaction product. The product is: [F:23][C:17]1[CH:18]=[C:19]([I:22])[CH:20]=[CH:21][C:16]=1[NH:15][C:7]1[C:6]([C:4]([OH:5])=[O:3])=[CH:11][N:10]2[CH:12]=[CH:13][N:14]=[C:9]2[CH:8]=1.